Dataset: Forward reaction prediction with 1.9M reactions from USPTO patents (1976-2016). Task: Predict the product of the given reaction. (1) Given the reactants [Cl:1][C:2]1[CH:7]=[CH:6][C:5]([C@:8]2([O:17][C@H:16]([CH2:18][OH:19])[C@@H:14]([OH:15])[C@H:12]([OH:13])[C@H:10]2[OH:11])[OH:9])=[CH:4][C:3]=1[CH2:20][C:21]1[CH:26]=[CH:25][C:24]([O:27][C:28]2([C:33](OC)=[O:34])[CH2:32][CH2:31][CH2:30][CH2:29]2)=[CH:23][CH:22]=1.[BH4-].[Li+].C([O-])(O)=O.[Na+], predict the reaction product. The product is: [Cl:1][C:2]1[CH:7]=[CH:6][C:5]([C@:8]2([O:17][C@H:16]([CH2:18][OH:19])[C@@H:14]([OH:15])[C@H:12]([OH:13])[C@H:10]2[OH:11])[OH:9])=[CH:4][C:3]=1[CH2:20][C:21]1[CH:26]=[CH:25][C:24]([O:27][C:28]2([CH2:33][OH:34])[CH2:29][CH2:30][CH2:31][CH2:32]2)=[CH:23][CH:22]=1. (2) Given the reactants [O:1]=[C:2]1[CH2:21][N:5]2[CH2:6][C@@H:7]([C:17]([O:19][CH3:20])=[O:18])[N:8]([C:10]([O:12][C:13]([CH3:16])([CH3:15])[CH3:14])=[O:11])[CH2:9][C@H:4]2[CH2:3]1.[F:22][C:23]([Si](C)(C)C)([F:25])[F:24].O1CCCC1.[F-].C([N+](CCCC)(CCCC)CCCC)CCC, predict the reaction product. The product is: [OH:1][C@@:2]1([C:23]([F:25])([F:24])[F:22])[CH2:21][N:5]2[CH2:6][C@@H:7]([C:17]([O:19][CH3:20])=[O:18])[N:8]([C:10]([O:12][C:13]([CH3:14])([CH3:15])[CH3:16])=[O:11])[CH2:9][C@H:4]2[CH2:3]1. (3) The product is: [F:13][C:10]([F:11])([F:12])[C:8]1[CH:7]=[C:6]([C@H:14]([O:16][C@@H:17]2[C@@H:18]([C:27]3[CH:32]=[CH:31][C:30]([F:33])=[CH:29][CH:28]=3)[C@H:19]3[N:20]([C:24](=[O:26])[CH2:23][CH2:22]3)[CH2:21]2)[CH3:15])[CH:5]=[C:4]([C:3]([F:34])([F:35])[F:2])[CH:9]=1. Given the reactants Cl.[F:2][C:3]([F:35])([F:34])[C:4]1[CH:5]=[C:6]([C@H:14]([O:16][C@H:17]2[CH2:21][NH:20][C@@H:19]([CH2:22][CH2:23][C:24]([OH:26])=O)[C@@H:18]2[C:27]2[CH:32]=[CH:31][C:30]([F:33])=[CH:29][CH:28]=2)[CH3:15])[CH:7]=[C:8]([C:10]([F:13])([F:12])[F:11])[CH:9]=1.CCN(C(C)C)C(C)C.C(Cl)CCl, predict the reaction product. (4) Given the reactants C(O[C:6]([N:8]1[CH2:13][CH2:12][CH:11]([C:14]2[CH:18]=[C:17]([C:19]3[CH:24]=[CH:23][C:22]([O:25][CH3:26])=[C:21]([O:27][CH3:28])[CH:20]=3)[N:16]([C:29]3[CH:34]=[CH:33][C:32]([O:35][CH3:36])=[CH:31][CH:30]=3)[N:15]=2)[CH2:10][CH2:9]1)=[O:7])(C)(C)C.FC(F)(F)C(O)=O.ClC(Cl)(OC(=O)OC(Cl)(Cl)Cl)Cl.C(N(CC)CC)C.Cl.[CH3:64][NH:65][OH:66], predict the reaction product. The product is: [CH3:28][O:27][C:21]1[CH:20]=[C:19]([C:17]2[N:16]([C:29]3[CH:30]=[CH:31][C:32]([O:35][CH3:36])=[CH:33][CH:34]=3)[N:15]=[C:14]([CH:11]3[CH2:12][CH2:13][N:8]([C:6](=[O:7])[N:65]([OH:66])[CH3:64])[CH2:9][CH2:10]3)[CH:18]=2)[CH:24]=[CH:23][C:22]=1[O:25][CH3:26]. (5) Given the reactants [OH:1][C:2]1[CH:3]=[C:4]([C:8]2[N:13]=[C:12]3[N:14]([CH:18]([CH3:20])[CH3:19])[N:15]=[C:16]([CH3:17])[C:11]3=[C:10]([NH:21][CH:22]3[CH2:27][CH2:26][O:25][CH2:24][CH2:23]3)[C:9]=2[C:28](O)=[O:29])[CH:5]=[CH:6][CH:7]=1.Cl.[CH3:32][NH:33][CH3:34].C(N(CC)CC)C.ON1C2N=CC=CC=2N=N1.F[P-](F)(F)(F)(F)F.CN(C(ON1C2=NC=CC=C2N=N1)=[N+](C)C)C, predict the reaction product. The product is: [CH3:32][N:33]([CH3:34])[C:28]([C:9]1[C:10]([NH:21][CH:22]2[CH2:27][CH2:26][O:25][CH2:24][CH2:23]2)=[C:11]2[C:16]([CH3:17])=[N:15][N:14]([CH:18]([CH3:19])[CH3:20])[C:12]2=[N:13][C:8]=1[C:4]1[CH:5]=[CH:6][CH:7]=[C:2]([OH:1])[CH:3]=1)=[O:29].